Task: Regression. Given a peptide amino acid sequence and an MHC pseudo amino acid sequence, predict their binding affinity value. This is MHC class II binding data.. Dataset: Peptide-MHC class II binding affinity with 134,281 pairs from IEDB (1) The peptide sequence is EKPMNVQSLGWNIIT. The MHC is HLA-DQA10601-DQB10402 with pseudo-sequence HLA-DQA10601-DQB10402. The binding affinity (normalized) is 0.241. (2) The binding affinity (normalized) is 0.694. The peptide sequence is ALSAEYAAVAQELSV. The MHC is HLA-DQA10501-DQB10201 with pseudo-sequence HLA-DQA10501-DQB10201.